Dataset: Full USPTO retrosynthesis dataset with 1.9M reactions from patents (1976-2016). Task: Predict the reactants needed to synthesize the given product. (1) Given the product [CH:21]1([C:18]2[CH:17]=[C:16]([NH:15][C:13]3[CH:12]=[CH:11][N:10]=[C:9]([NH:8][C:5]4[CH:6]=[CH:7][C:2]([NH:1][C:33]([NH:32][C:28]5[CH:29]=[CH:30][CH:31]=[C:26]([C:25]([F:24])([F:35])[F:36])[CH:27]=5)=[O:34])=[CH:3][CH:4]=4)[N:14]=3)[NH:20][N:19]=2)[CH2:23][CH2:22]1, predict the reactants needed to synthesize it. The reactants are: [NH2:1][C:2]1[CH:7]=[CH:6][C:5]([NH:8][C:9]2[N:14]=[C:13]([NH:15][C:16]3[NH:20][N:19]=[C:18]([CH:21]4[CH2:23][CH2:22]4)[CH:17]=3)[CH:12]=[CH:11][N:10]=2)=[CH:4][CH:3]=1.[F:24][C:25]([F:36])([F:35])[C:26]1[CH:27]=[C:28]([N:32]=[C:33]=[O:34])[CH:29]=[CH:30][CH:31]=1. (2) Given the product [O:3]1[C:8]2=[CH:9][CH:10]=[CH:11][C:7]2=[CH:6][C:5]([CH:12]2[CH2:17][CH2:16][CH2:15][CH2:14][N:13]2[CH2:18][CH2:19][C@H:20]2[CH2:21][CH2:22][C@H:23]([NH:26][C:33](=[O:34])[C:32]3[CH:36]=[CH:37][C:29]([C:28]([F:27])([F:38])[F:39])=[CH:30][CH:31]=3)[CH2:24][CH2:25]2)=[CH:4]1, predict the reactants needed to synthesize it. The reactants are: Cl.Cl.[O:3]1[C:8]2=[CH:9][CH:10]=[CH:11][C:7]2=[CH:6][C:5]([CH:12]2[CH2:17][CH2:16][CH2:15][CH2:14][N:13]2[CH2:18][CH2:19][C@H:20]2[CH2:25][CH2:24][C@H:23]([NH2:26])[CH2:22][CH2:21]2)=[CH:4]1.[F:27][C:28]([F:39])([F:38])[C:29]1[CH:37]=[CH:36][C:32]([C:33](O)=[O:34])=[CH:31][CH:30]=1. (3) Given the product [Br:1][C:2]1[N:19]=[C:23]2[C:24]3[C:29](=[CH:28][CH:27]=[CH:26][CH:25]=3)[CH:30]=[CH:31][N:22]2[CH:3]=1, predict the reactants needed to synthesize it. The reactants are: [Br:1][CH2:2][C:3](OC)=O.C(N(CC)CC)C.P(Br)(Br)(Br)=O.[N:19]1C(=O)C[N:22]2[CH:31]=[CH:30][C:29]3[C:24](=[CH:25][CH:26]=[CH:27][CH:28]=3)[C:23]=12.[OH-].[Na+]. (4) Given the product [CH:3]12[CH2:4][CH:5]3[CH2:6][CH:7]([CH2:8][CH:1]([CH2:10]3)[CH:2]1[C:11]1[CH:16]=[C:15]([CH3:17])[C:14]([NH2:18])=[CH:13][C:12]=1[OH:21])[CH2:9]2, predict the reactants needed to synthesize it. The reactants are: [CH:1]12[CH2:10][CH:5]3[CH2:6][CH:7]([CH2:9][CH:3]([CH2:4]3)[CH:2]1[C:11]1[CH:16]=[C:15]([CH3:17])[C:14]([N+:18]([O-])=O)=[CH:13][C:12]=1[OH:21])[CH2:8]2. (5) The reactants are: [CH2:1]([O:3][C:4]([C:6]1[CH2:7][N:8]([C:13](=[O:21])[C:14]2[CH:19]=[CH:18][C:17]([Cl:20])=[CH:16][CH:15]=2)[CH2:9][CH2:10][C:11]=1[NH2:12])=[O:5])[CH3:2].N1C=CC=CC=1.[C:28](Cl)(=[O:36])[O:29][C:30]1[CH:35]=[CH:34][CH:33]=[CH:32][CH:31]=1.O. Given the product [CH2:1]([O:3][C:4]([C:6]1[CH2:7][N:8]([C:13](=[O:21])[C:14]2[CH:15]=[CH:16][C:17]([Cl:20])=[CH:18][CH:19]=2)[CH2:9][CH2:10][C:11]=1[NH:12][C:28]([O:29][C:30]1[CH:35]=[CH:34][CH:33]=[CH:32][CH:31]=1)=[O:36])=[O:5])[CH3:2], predict the reactants needed to synthesize it. (6) Given the product [CH3:13][O:12][C:9]1[CH:10]=[C:11]2[C:6](=[CH:7][C:8]=1[O:14][CH3:15])[N:5]=[CH:4][N:3]=[C:2]2[N:28]1[CH2:29][CH2:30][N:25]([C:31]2[N:32]=[CH:33][C:34]([OH:37])=[CH:35][N:36]=2)[CH2:26][CH2:27]1, predict the reactants needed to synthesize it. The reactants are: Cl[C:2]1[C:11]2[C:6](=[CH:7][C:8]([O:14][CH3:15])=[C:9]([O:12][CH3:13])[CH:10]=2)[N:5]=[CH:4][N:3]=1.C(N(C(C)C)CC)(C)C.[N:25]1([C:31]2[N:36]=[CH:35][C:34]([OH:37])=[CH:33][N:32]=2)[CH2:30][CH2:29][NH:28][CH2:27][CH2:26]1.